Dataset: Reaction yield outcomes from USPTO patents with 853,638 reactions. Task: Predict the reaction yield, written as a fraction of the theoretical maximum amount of product (1.0 means a 100% yield; for example, 0.34 means a 34% yield). (1) The reactants are [C:1](Cl)(=[O:8])[C:2]1[CH:7]=[CH:6][CH:5]=[CH:4][CH:3]=1.[CH3:10][N+:11]#[C-:12].[N-:13]=[N+:14]=[N-:15].[Na+].O. The catalyst is C(#N)C.C(OCC)(=O)C. The product is [CH3:12][N:11]1[C:10]([C:1](=[O:8])[C:2]2[CH:7]=[CH:6][CH:5]=[CH:4][CH:3]=2)=[N:15][N:14]=[N:13]1. The yield is 0.650. (2) The reactants are [O:1]=[C:2]1[CH2:10][C:9]2[C:4](=[CH:5][C:6]([C:11]([OH:13])=O)=[CH:7][CH:8]=2)[NH:3]1.[CH2:14]1[C@H:23]2[C@H:18]([CH2:19][CH2:20][C:21]3[CH:27]=[CH:26][CH:25]=[CH:24][C:22]=32)[NH:17][CH2:16][CH2:15]1.F[P-](F)(F)(F)(F)F.N1(OC(N(C)C)=[N+](C)C)C2N=CC=CC=2N=N1. No catalyst specified. The product is [CH2:14]1[C@H:23]2[C@H:18]([CH2:19][CH2:20][C:21]3[CH:27]=[CH:26][CH:25]=[CH:24][C:22]=32)[N:17]([C:11]([C:6]2[CH:5]=[C:4]3[C:9]([CH2:10][C:2](=[O:1])[NH:3]3)=[CH:8][CH:7]=2)=[O:13])[CH2:16][CH2:15]1. The yield is 0.120.